This data is from Forward reaction prediction with 1.9M reactions from USPTO patents (1976-2016). The task is: Predict the product of the given reaction. (1) The product is: [CH3:18][O:10][C:9](=[O:11])[C@H:7]([CH2:6][C:5]1[CH:4]=[CH:3][C:2]([I:1])=[CH:13][CH:12]=1)[NH2:8]. Given the reactants [I:1][C:2]1[CH:13]=[CH:12][C:5]([CH2:6][C@@H:7]([C:9]([OH:11])=[O:10])[NH2:8])=[CH:4][CH:3]=1.S(Cl)(Cl)=O.[CH3:18]O, predict the reaction product. (2) Given the reactants C(OC([N:8]1[C:16]2[C:11](=[CH:12][CH:13]=[C:14]([NH:17][C:18]([C:20]3[S:21][C:22]([C:25]4[CH:30]=[CH:29][C:28]([Cl:31])=[CH:27][CH:26]=4)=[CH:23][CH:24]=3)=[O:19])[CH:15]=2)[C:10]([N:32](C(OC(C)(C)C)=O)[CH2:33][C:34]2[N:35]=[CH:36][S:37][C:38]=2[CH3:39])=[N:9]1)=O)(C)(C)C.C(O)(C(F)(F)F)=O, predict the reaction product. The product is: [CH3:39][C:38]1[S:37][CH:36]=[N:35][C:34]=1[CH2:33][NH:32][C:10]1[C:11]2[C:16](=[CH:15][C:14]([NH:17][C:18]([C:20]3[S:21][C:22]([C:25]4[CH:30]=[CH:29][C:28]([Cl:31])=[CH:27][CH:26]=4)=[CH:23][CH:24]=3)=[O:19])=[CH:13][CH:12]=2)[NH:8][N:9]=1. (3) Given the reactants [CH2:1]([O:3][C:4]([C:6]1[S:10][C:9]([C:11]2[CH:12]=[N:13][CH:14]=[C:15]([Br:17])[CH:16]=2)=[N:8][C:7]=1[CH2:18]Br)=[O:5])[CH3:2].[CH2:20]([O:22][C:23](=[O:37])[CH2:24][NH:25][CH2:26][C:27]1[CH:32]=[CH:31][C:30]([O:33][CH3:34])=[CH:29][C:28]=1[O:35][CH3:36])[CH3:21].C(=O)([O-])[O-].[K+].[K+], predict the reaction product. The product is: [CH2:1]([O:3][C:4]([C:6]1[S:10][C:9]([C:11]2[CH:12]=[N:13][CH:14]=[C:15]([Br:17])[CH:16]=2)=[N:8][C:7]=1[CH2:18][N:25]([CH2:26][C:27]1[CH:32]=[CH:31][C:30]([O:33][CH3:34])=[CH:29][C:28]=1[O:35][CH3:36])[CH2:24][C:23]([O:22][CH2:20][CH3:21])=[O:37])=[O:5])[CH3:2]. (4) Given the reactants [ClH:1].[NH2:2][CH2:3][CH2:4][SH:5].[C:6]1([C:12]([C:20]2[CH:25]=[CH:24][CH:23]=[CH:22][CH:21]=2)([C:14]2[CH:19]=[CH:18][CH:17]=[CH:16][CH:15]=2)O)[CH:11]=[CH:10][CH:9]=[CH:8][CH:7]=1.B(F)(F)F, predict the reaction product. The product is: [CH:23]1[CH:24]=[CH:25][C:20]([C:12]([S:5][CH2:4][CH2:3][NH2:2])([C:14]2[CH:19]=[CH:18][CH:17]=[CH:16][CH:15]=2)[C:6]2[CH:7]=[CH:8][CH:9]=[CH:10][CH:11]=2)=[CH:21][CH:22]=1.[ClH:1]. (5) The product is: [CH2:37]([O:39][C:40]1[C:49]([O:50][CH3:51])=[CH:48][C:47]2[C:46]([C:52]3[CH:53]=[CH:54][C:55]([C:56]([N:28]4[CH2:27][CH2:26][CH:25]([N:9]5[C:10](=[O:24])[C:11]6[S:15][C:14]([C:16]7[CH:21]=[CH:20][CH:19]=[CH:18][C:17]=7[O:22][CH3:23])=[CH:13][C:12]=6[N:7]([CH2:6][C:5]6[CH:32]=[CH:33][C:34]([O:35][CH3:36])=[C:3]([F:2])[CH:4]=6)[C:8]5=[O:31])[CH2:30][CH2:29]4)=[O:57])=[CH:59][CH:60]=3)=[N:45][C@@H:44]3[CH2:61][CH2:62][S:63][CH2:64][C@@H:43]3[C:42]=2[CH:41]=1)[CH3:38]. Given the reactants Cl.[F:2][C:3]1[CH:4]=[C:5]([CH:32]=[CH:33][C:34]=1[O:35][CH3:36])[CH2:6][N:7]1[C:12]2[CH:13]=[C:14]([C:16]3[CH:21]=[CH:20][CH:19]=[CH:18][C:17]=3[O:22][CH3:23])[S:15][C:11]=2[C:10](=[O:24])[N:9]([CH:25]2[CH2:30][CH2:29][NH:28][CH2:27][CH2:26]2)[C:8]1=[O:31].[CH2:37]([O:39][C:40]1[C:49]([O:50][CH3:51])=[CH:48][C:47]2[C:46]([C:52]3[CH:60]=[CH:59][C:55]([C:56](O)=[O:57])=[CH:54][CH:53]=3)=[N:45][C@@H:44]3[CH2:61][CH2:62][S:63][CH2:64][C@@H:43]3[C:42]=2[CH:41]=1)[CH3:38].CN(C(ON1N=NC2C=CC=NC1=2)=[N+](C)C)C.F[P-](F)(F)(F)(F)F.CCN(C(C)C)C(C)C, predict the reaction product.